This data is from Forward reaction prediction with 1.9M reactions from USPTO patents (1976-2016). The task is: Predict the product of the given reaction. (1) Given the reactants CO[C:3](=[O:18])[C:4]1[CH:9]=[CH:8][CH:7]=[C:6]([C:10]2[N:11]=[N:12][C:13]([CH3:17])=[C:14]([CH3:16])[N:15]=2)[CH:5]=1.[CH3:19][O:20][C:21](=[O:31])[C:22]1[CH:27]=[CH:26][CH:25]=[C:24]([C:28](Cl)=[O:29])[CH:23]=1.[C:32]([O:36][C:37]([NH:39][NH2:40])=[O:38])([CH3:35])([CH3:34])[CH3:33].N1C=CC=CC=1, predict the reaction product. The product is: [C:32]([O:36][C:37](=[O:38])[CH2:19][C:3]([C:4]1[CH:9]=[CH:8][CH:7]=[C:6]([C:10]2[N:11]=[N:12][C:13]([CH3:17])=[C:14]([CH3:16])[N:15]=2)[CH:5]=1)=[O:18])([CH3:35])([CH3:34])[CH3:33].[C:32]([O:36][C:37]([NH:39][NH:40][C:28]([C:24]1[CH:23]=[C:22]([CH:27]=[CH:26][CH:25]=1)[C:21]([OH:20])=[O:31])=[O:29])=[O:38])([CH3:35])([CH3:34])[CH3:33]. (2) The product is: [CH2:1]([C:3]1[C:8](=[O:9])[NH:7][C:6]([CH3:10])=[C:5]([C:11]2[S:15][C:14]([S:16]([NH:20][CH2:21][CH2:22][NH:23][C:24](=[O:26])[CH3:25])(=[O:18])=[O:17])=[CH:13][CH:12]=2)[CH:4]=1)[CH3:2]. Given the reactants [CH2:1]([C:3]1[C:8](=[O:9])[NH:7][C:6]([CH3:10])=[C:5]([C:11]2[S:15][C:14]([S:16](Cl)(=[O:18])=[O:17])=[CH:13][CH:12]=2)[CH:4]=1)[CH3:2].[NH2:20][CH2:21][CH2:22][NH:23][C:24](=[O:26])[CH3:25], predict the reaction product. (3) Given the reactants [CH3:1][C:2]1[C:3]([CH3:21])=[CH:4][C:5]2[N:14]([CH2:15][CH:16]=O)[C:13]3[C:8]([C:9](=[O:19])[NH:10][C:11](=[O:18])[N:12]=3)=[N:7][C:6]=2[CH:20]=1.[NH:22]1[CH2:27][CH2:26][CH:25]([CH2:28][NH:29][C:30](=[O:36])[O:31][C:32]([CH3:35])([CH3:34])[CH3:33])[CH2:24][CH2:23]1.CC(O)=O.[BH3-]C#N.[Na+], predict the reaction product. The product is: [CH3:1][C:2]1[C:3]([CH3:21])=[CH:4][C:5]2[N:14]([CH2:15][CH2:16][N:22]3[CH2:27][CH2:26][CH:25]([CH2:28][NH:29][C:30](=[O:36])[O:31][C:32]([CH3:33])([CH3:35])[CH3:34])[CH2:24][CH2:23]3)[C:13]3[C:8]([C:9](=[O:19])[NH:10][C:11](=[O:18])[N:12]=3)=[N:7][C:6]=2[CH:20]=1. (4) Given the reactants [C:1]([O:4][C:5]1[C:6]([O:28][CH2:29][CH3:30])=[CH:7][CH:8]=[C:9]2[C:14]=1[CH:13]=[N:12][CH:11]=[C:10]2[CH2:15][C:16]1[CH:21]=[C:20]([O:22][CH3:23])[C:19]([O:24][CH3:25])=[C:18]([O:26][CH3:27])[CH:17]=1)(=[O:3])[CH3:2].[OH:31]N1C(=O)C2=CC=CC=C2C1=O.[O-]Cl=O.[Na+].O, predict the reaction product. The product is: [C:1]([O:4][C:5]1[C:6]([O:28][CH2:29][CH3:30])=[CH:7][CH:8]=[C:9]2[C:14]=1[CH:13]=[N:12][CH:11]=[C:10]2[C:15](=[O:31])[C:16]1[CH:21]=[C:20]([O:22][CH3:23])[C:19]([O:24][CH3:25])=[C:18]([O:26][CH3:27])[CH:17]=1)(=[O:3])[CH3:2]. (5) Given the reactants [CH2:1]([N:4](C)[C:5](=O)OC(C)(C)C)[CH:2]=[CH2:3].P([O-])([O-])([O-])=O.[K+].[K+].[K+].[C:21]12([CH2:31][NH:32][C:33]([C:35]3[C:36]4[CH:37]=[CH:38][C:39]([Cl:45])=[N:40][C:41]=4[CH:42]=[CH:43][CH:44]=3)=[O:34])[CH2:30][CH:25]3[CH2:26][CH:27]([CH2:29][CH:23]([CH2:24]3)[CH2:22]1)[CH2:28]2, predict the reaction product. The product is: [ClH:45].[ClH:45].[C:21]12([CH2:31][NH:32][C:33]([C:35]3[C:36]4[CH:37]=[CH:38][C:39]([CH2:3][CH2:2][CH2:1][NH:4][CH3:5])=[N:40][C:41]=4[CH:42]=[CH:43][CH:44]=3)=[O:34])[CH2:30][CH:25]3[CH2:26][CH:27]([CH2:29][CH:23]([CH2:24]3)[CH2:22]1)[CH2:28]2. (6) Given the reactants C(OC([N:11]1[C:20]2[C:15](=[CH:16][CH:17]=[CH:18][CH:19]=2)[CH2:14][CH:13]([CH2:21][O:22][C:23]2[CH:28]=[CH:27][C:26]([CH3:29])=[CH:25][C:24]=2[NH:30][C:31]([NH:33][C:34]2[CH:39]=[N:38][C:37]([CH3:40])=[CH:36][N:35]=2)=[O:32])[CH2:12]1)=O)C1C=CC=CC=1.C(N(CC)CC)C.[H][H], predict the reaction product. The product is: [CH3:40][C:37]1[N:38]=[CH:39][C:34]([NH:33][C:31]([NH:30][C:24]2[CH:25]=[C:26]([CH3:29])[CH:27]=[CH:28][C:23]=2[O:22][CH2:21][CH:13]2[CH2:14][C:15]3[C:20](=[CH:19][CH:18]=[CH:17][CH:16]=3)[NH:11][CH2:12]2)=[O:32])=[N:35][CH:36]=1.